Dataset: Forward reaction prediction with 1.9M reactions from USPTO patents (1976-2016). Task: Predict the product of the given reaction. (1) Given the reactants Br[CH2:2][CH2:3][CH:4]=[C:5]1[C:18]2[CH:17]=[CH:16][CH:15]=[CH:14][C:13]=2[S:12][C:11]2[C:6]1=[CH:7][CH:8]=[CH:9][CH:10]=2.[N-:19]=[N+:20]=[N-:21].[Na+].[Na+].[Cl-], predict the reaction product. The product is: [N:19]([CH2:2][CH2:3][CH:4]=[C:5]1[C:18]2[CH:17]=[CH:16][CH:15]=[CH:14][C:13]=2[S:12][C:11]2[C:6]1=[CH:7][CH:8]=[CH:9][CH:10]=2)=[N+:20]=[N-:21]. (2) Given the reactants [C:1]([O:5][C:6](=[O:21])[NH:7][C@@H:8]1[C:14](=[O:15])[N:13]([CH3:16])[C:12]2[CH:17]=[CH:18][CH:19]=[CH:20][C:11]=2[NH:10][CH2:9]1)([CH3:4])([CH3:3])[CH3:2].[C:22](=[O:24])=[O:23].Br[CH2:26][CH:27]1[CH2:29][CH2:28]1.C(=O)([O-])[O-].[Cs+].[Cs+], predict the reaction product. The product is: [CH:27]1([CH2:26][O:23][C:22]([N:10]2[CH2:9][C@H:8]([NH:7][C:6]([O:5][C:1]([CH3:4])([CH3:2])[CH3:3])=[O:21])[C:14](=[O:15])[N:13]([CH3:16])[C:12]3[CH:17]=[CH:18][CH:19]=[CH:20][C:11]2=3)=[O:24])[CH2:29][CH2:28]1.